Predict the product of the given reaction. From a dataset of Forward reaction prediction with 1.9M reactions from USPTO patents (1976-2016). Given the reactants N[C:2](N)=[S:3].[N+]([O-])([O-])=O.[NH4+].O1[CH2:27][CH:11]1[CH2:12][S:13][CH2:14][C:15]1[CH:20]=[CH:19][CH:18]=[C:17]([CH2:21][S:22][CH2:23][CH:24]2OC2)[CH:16]=1.[S:28](=O)(=O)(O)O, predict the reaction product. The product is: [S:3]1[CH2:2][CH:24]1[CH2:23][S:22][CH2:21][C:17]1[CH:18]=[CH:19][CH:20]=[C:15]([CH2:14][S:13][CH2:12][CH:11]2[S:28][CH2:27]2)[CH:16]=1.